Dataset: Reaction yield outcomes from USPTO patents with 853,638 reactions. Task: Predict the reaction yield, written as a fraction of the theoretical maximum amount of product (1.0 means a 100% yield; for example, 0.34 means a 34% yield). (1) The yield is 0.740. The catalyst is CN(C=O)C. The product is [Cl:41][C:32]1[CH:33]=[C:34]([S:37](=[O:40])(=[O:39])[NH2:38])[CH:35]=[CH:36][C:31]=1[NH:30][C:28](=[O:29])[CH2:27][S:8][C:5]1[N:4]([C:9]2[C:18]3[C:13](=[CH:14][CH:15]=[CH:16][CH:17]=3)[C:12]([CH3:19])=[CH:11][CH:10]=2)[C:3]([CH2:2][F:1])=[N:7][N:6]=1. The reactants are [F:1][CH2:2][C:3]1[N:4]([C:9]2[C:18]3[C:13](=[CH:14][CH:15]=[CH:16][CH:17]=3)[C:12]([CH3:19])=[CH:11][CH:10]=2)[C:5]([SH:8])=[N:6][N:7]=1.C([O-])([O-])=O.[K+].[K+].Cl[CH2:27][C:28]([NH:30][C:31]1[CH:36]=[CH:35][C:34]([S:37](=[O:40])(=[O:39])[NH2:38])=[CH:33][C:32]=1[Cl:41])=[O:29].O. (2) The reactants are [NH2:1][CH2:2][C:3]1[CH:4]=[CH:5][C:6]([F:30])=[C:7]([C:9]2[CH:14]=[CH:13][CH:12]=[C:11]([CH2:15][N:16]3[CH2:21][CH2:20][N:19](C(OC(C)(C)C)=O)[C@@H:18]([CH3:29])[CH2:17]3)[CH:10]=2)[CH:8]=1.[C:31](Cl)(=[O:38])[C:32]1[CH:37]=[CH:36][CH:35]=[CH:34][CH:33]=1.C(O)(C(F)(F)F)=O. The catalyst is C(Cl)Cl. The product is [F:30][C:6]1[C:7]([C:9]2[CH:14]=[CH:13][CH:12]=[C:11]([CH2:15][N:16]3[CH2:21][CH2:20][NH:19][C@@H:18]([CH3:29])[CH2:17]3)[CH:10]=2)=[CH:8][C:3]([CH2:2][NH:1][C:31](=[O:38])[C:32]2[CH:37]=[CH:36][CH:35]=[CH:34][CH:33]=2)=[CH:4][CH:5]=1. The yield is 0.120. (3) The reactants are [C:1]1([S:7]([NH2:10])(=[O:9])=[O:8])[CH:6]=[CH:5][CH:4]=[CH:3][CH:2]=1.[CH:11](=O)[C:12]1[CH:17]=[CH:16][CH:15]=[CH:14][CH:13]=1.O. The catalyst is C1(C)C=CC=CC=1. The product is [CH:11](=[N:10][S:7]([C:1]1[CH:6]=[CH:5][CH:4]=[CH:3][CH:2]=1)(=[O:9])=[O:8])[C:12]1[CH:17]=[CH:16][CH:15]=[CH:14][CH:13]=1. The yield is 0.890. (4) The reactants are [CH3:1][C:2]1[C:3]([C:21]#[N:22])=[C:4]2[NH:17][C:16]([CH:18]([CH3:20])[CH3:19])=[N:15][N:5]2[C:6](=O)[C:7]=1[C:8]1[CH:13]=[CH:12][CH:11]=[CH:10][CH:9]=1.P(Cl)(Cl)([Cl:25])=O. No catalyst specified. The product is [Cl:25][C:6]1[N:5]2[N:15]=[C:16]([CH:18]([CH3:20])[CH3:19])[N:17]=[C:4]2[C:3]([C:21]#[N:22])=[C:2]([CH3:1])[C:7]=1[C:8]1[CH:13]=[CH:12][CH:11]=[CH:10][CH:9]=1. The yield is 0.910.